Dataset: Catalyst prediction with 721,799 reactions and 888 catalyst types from USPTO. Task: Predict which catalyst facilitates the given reaction. Reactant: [Br:1][C:2]1[N:6]=[C:5](Br)[N:4]([CH2:8][C:9]2[CH:14]=[CH:13][C:12]([O:15][CH3:16])=[CH:11][CH:10]=2)[N:3]=1.[NH:17]1[CH2:21][CH2:20][CH2:19][CH2:18]1. Product: [Br:1][C:2]1[N:6]=[C:5]([N:17]2[CH2:21][CH2:20][CH2:19][CH2:18]2)[N:4]([CH2:8][C:9]2[CH:14]=[CH:13][C:12]([O:15][CH3:16])=[CH:11][CH:10]=2)[N:3]=1. The catalyst class is: 9.